Predict the product of the given reaction. From a dataset of Forward reaction prediction with 1.9M reactions from USPTO patents (1976-2016). (1) Given the reactants [CH3:1][C:2]1[CH:7]=[CH:6][N:5]=[N:4][C:3]=1[C:8]([O:10]CC)=[O:9].[OH-].[Na+].Cl, predict the reaction product. The product is: [CH3:1][C:2]1[CH:7]=[CH:6][N:5]=[N:4][C:3]=1[C:8]([OH:10])=[O:9]. (2) Given the reactants Cl[C:2]1[CH:11]=[C:10]([CH3:12])[C:9]2[C:4](=[CH:5][CH:6]=[C:7]([F:13])[CH:8]=2)[N:3]=1.[NH2:14][C@H:15]1[CH2:19][CH2:18][C@H:17]([NH:20][C:21](=[O:27])[O:22][C:23]([CH3:26])([CH3:25])[CH3:24])[CH2:16]1.C([O-])([O-])=O.[Cs+].[Cs+].C1C=CC(P(C2C(C3C(P(C4C=CC=CC=4)C4C=CC=CC=4)=CC=C4C=3C=CC=C4)=C3C(C=CC=C3)=CC=2)C2C=CC=CC=2)=CC=1, predict the reaction product. The product is: [F:13][C:7]1[CH:8]=[C:9]2[C:4](=[CH:5][CH:6]=1)[N:3]=[C:2]([NH:14][C@H:15]1[CH2:19][CH2:18][C@H:17]([NH:20][C:21](=[O:27])[O:22][C:23]([CH3:25])([CH3:24])[CH3:26])[CH2:16]1)[CH:11]=[C:10]2[CH3:12]. (3) Given the reactants [OH:1][C@@:2]1([C:9]#[C:10][C:11]2[CH:12]=[C:13]([N:17]3[C:21]4[CH2:22][CH2:23][CH2:24][C:20]=4[C:19]([C:25]([O:27]CC)=O)=[N:18]3)[CH:14]=[CH:15][CH:16]=2)[CH2:6][CH2:5][N:4]([CH3:7])[C:3]1=[O:8].[NH3:30], predict the reaction product. The product is: [OH:1][C@@:2]1([C:9]#[C:10][C:11]2[CH:12]=[C:13]([N:17]3[C:21]4[CH2:22][CH2:23][CH2:24][C:20]=4[C:19]([C:25]([NH2:30])=[O:27])=[N:18]3)[CH:14]=[CH:15][CH:16]=2)[CH2:6][CH2:5][N:4]([CH3:7])[C:3]1=[O:8].